Dataset: Full USPTO retrosynthesis dataset with 1.9M reactions from patents (1976-2016). Task: Predict the reactants needed to synthesize the given product. (1) Given the product [OH:5][CH2:4][CH2:3][CH2:2][S:1][CH:16]1[CH2:20][CH2:19][O:18][C:17]1=[O:21], predict the reactants needed to synthesize it. The reactants are: [SH:1][CH2:2][CH2:3][CH2:4][OH:5].CCN(C(C)C)C(C)C.Br[CH:16]1[CH2:20][CH2:19][O:18][C:17]1=[O:21]. (2) Given the product [C:1]([OH:8])(=[O:7])/[CH:2]=[CH:3]/[C:4]([OH:6])=[O:5].[OH:9][C@@H:10]([C:20]1[CH:25]=[C:24]([OH:26])[CH:23]=[C:22]([OH:27])[CH:21]=1)[CH2:11][NH:12][C@H:13]([CH3:19])[CH2:14][C:15]1[C:34]2[C:29](=[CH:30][CH:31]=[CH:32][CH:33]=2)[CH:18]=[CH:17][CH:16]=1, predict the reactants needed to synthesize it. The reactants are: [C:1]([OH:8])(=[O:7])/[CH:2]=[CH:3]/[C:4]([OH:6])=[O:5].[OH:9][C@@H:10]([C:20]1[CH:21]=[C:22]([OH:27])[CH:23]=[C:24]([OH:26])[CH:25]=1)[CH2:11][NH:12][C@H:13]([CH3:19])[CH2:14][CH2:15][CH2:16][CH2:17][CH3:18].C(N)[C:29]1[CH:34]=[CH:33][CH:32]=[CH:31][CH:30]=1. (3) The reactants are: Br[CH2:2][CH2:3][CH2:4][CH2:5][C@@:6]([CH2:14][CH3:15])([C:10]([O:12][CH3:13])=[O:11])[C:7]([OH:9])=[O:8].O1CCCC1. Given the product [CH2:14]([C@@:6]([C:10]([O:12][CH3:13])=[O:11])([CH2:5][CH2:4][CH2:3][CH3:2])[C:7]([OH:9])=[O:8])[CH3:15], predict the reactants needed to synthesize it. (4) The reactants are: [CH3:1][O:2][C:3]1[C:15]([O:16][CH2:17][CH2:18][O:19][CH3:20])=[CH:14][C:6]([C:7]([O:9]CCOC)=[O:8])=[C:5]([N+:21]([O-:23])=[O:22])[CH:4]=1.[OH-].[Na+]. Given the product [CH3:1][O:2][C:3]1[C:15]([O:16][CH2:17][CH2:18][O:19][CH3:20])=[CH:14][C:6]([C:7]([OH:9])=[O:8])=[C:5]([N+:21]([O-:23])=[O:22])[CH:4]=1, predict the reactants needed to synthesize it.